The task is: Predict the product of the given reaction.. This data is from Forward reaction prediction with 1.9M reactions from USPTO patents (1976-2016). Given the reactants [CH3:1][CH:2]([CH:4]([OH:28])[C@@H:5]([NH:8]C(C1C=CC=CC=1)(C1C=CC=CC=1)C1C=CC=CC=1)[CH2:6][CH3:7])[CH3:3].FC(F)(F)C(O)=O, predict the reaction product. The product is: [NH2:8][C@@H:5]([CH2:6][CH3:7])[CH:4]([OH:28])[CH:2]([CH3:3])[CH3:1].